From a dataset of Catalyst prediction with 721,799 reactions and 888 catalyst types from USPTO. Predict which catalyst facilitates the given reaction. (1) Reactant: [C:1]([C:5]1[CH:10]=[CH:9][C:8]([C:11]2[CH:16]=[CH:15][C:14]([C:17]([CH3:20])([CH3:19])[CH3:18])=[CH:13][CH:12]=2)=[CH:7][CH:6]=1)([CH3:4])([CH3:3])[CH3:2].[Br:21]Br.S([O-])([O-])(=O)=S.[Na+].[Na+]. Product: [Br:21][C:16]1[CH:15]=[C:14]([C:17]([CH3:20])([CH3:19])[CH3:18])[CH:13]=[CH:12][C:11]=1[C:8]1[CH:9]=[CH:10][C:5]([C:1]([CH3:4])([CH3:3])[CH3:2])=[CH:6][CH:7]=1. The catalyst class is: 4. (2) Reactant: [C:1]([O:8][CH2:9][CH3:10])(=[O:7])[C:2]([O:4]CC)=O.[H-].[Na+].[C:13]12(C)[C:20]([CH3:22])([CH3:21])[CH:17]([CH2:18][CH2:19]1)[CH2:16][C:14]2=[O:15].Cl. Product: [CH3:22][C:20]1([CH3:21])[CH:13]2[CH2:19][CH:18]1[CH2:17]/[C:16](=[C:2](/[OH:4])\[C:1]([O:8][CH2:9][CH3:10])=[O:7])/[C:14]2=[O:15]. The catalyst class is: 214. (3) Reactant: [CH3:1][O:2][C:3]([C:5]1[NH:6][N:7]=[C:8]([C:10]2[CH:15]=[CH:14][CH:13]=[CH:12][CH:11]=2)[CH:9]=1)=[O:4].Br[CH2:17][CH2:18][CH2:19][C:20]([O:22][CH2:23][CH3:24])=[O:21].C(=O)([O-])[O-].[K+].[K+]. Product: [CH3:1][O:2][C:3]([C:5]1[N:6]([CH2:17][CH2:18][CH2:19][C:20]([O:22][CH2:23][CH3:24])=[O:21])[N:7]=[C:8]([C:10]2[CH:15]=[CH:14][CH:13]=[CH:12][CH:11]=2)[CH:9]=1)=[O:4]. The catalyst class is: 10. (4) Reactant: [Cl-].[Al+3].[Cl-].[Cl-].[Cl:5][S:6]([C:9]1[CH:10]=[C:11]([CH:15]=[CH:16][CH:17]=1)[C:12](Cl)=[O:13])(=[O:8])=[O:7].[C:18]1([O:24][CH3:25])[CH:23]=[CH:22][CH:21]=[CH:20][CH:19]=1. Product: [CH3:25][O:24][C:18]1[CH:23]=[CH:22][C:21]([C:12]([C:11]2[CH:10]=[C:9]([S:6]([Cl:5])(=[O:8])=[O:7])[CH:17]=[CH:16][CH:15]=2)=[O:13])=[CH:20][CH:19]=1. The catalyst class is: 4. (5) Reactant: Cl.[Br:2][C:3]1[CH:8]=[CH:7][C:6]([NH:9]N)=[CH:5][CH:4]=1.Cl.[NH:12]1[CH2:17][CH2:16][C:15](=O)[CH2:14][CH2:13]1.Cl. Product: [Br:2][C:3]1[CH:8]=[CH:7][C:6]2[NH:9][C:15]3[CH2:16][CH2:17][NH:12][CH2:13][C:14]=3[C:5]=2[CH:4]=1. The catalyst class is: 8. (6) Reactant: N1(CC=O)C2C=CC=CC=2N=C1.C(OC(N(CC1C=CC=CN=1)CC1C=CC(CNC2C3N=CC=CC=3CCC2)=CC=1)=O)(C)(C)C.C(O[BH-](OC(=O)C)OC(=O)C)(=O)C.[Na+].C(OC([N:68]([CH2:99][C:100]1[CH:105]=[CH:104][CH:103]=[CH:102][N:101]=1)[CH2:69][C:70]1[CH:75]=[CH:74][C:73]([CH2:76][N:77]([CH2:88][CH2:89][N:90]2[C:94]3[CH:95]=[CH:96][CH:97]=[CH:98][C:93]=3[N:92]=[CH:91]2)[CH:78]2[C:87]3[N:86]=[CH:85][CH:84]=[CH:83][C:82]=3[CH2:81][CH2:80][CH2:79]2)=[CH:72][CH:71]=1)=O)(C)(C)C. Product: [N:101]1[CH:102]=[CH:103][CH:104]=[CH:105][C:100]=1[CH2:99][NH:68][CH2:69][C:70]1[CH:75]=[CH:74][C:73]([CH2:76][N:77]([CH2:88][CH2:89][N:90]2[C:94]3[CH:95]=[CH:96][CH:97]=[CH:98][C:93]=3[N:92]=[CH:91]2)[CH:78]2[C:87]3[N:86]=[CH:85][CH:84]=[CH:83][C:82]=3[CH2:81][CH2:80][CH2:79]2)=[CH:72][CH:71]=1. The catalyst class is: 4.